This data is from NCI-60 drug combinations with 297,098 pairs across 59 cell lines. The task is: Regression. Given two drug SMILES strings and cell line genomic features, predict the synergy score measuring deviation from expected non-interaction effect. (1) Drug 1: CN(CCCl)CCCl.Cl. Drug 2: N.N.Cl[Pt+2]Cl. Cell line: SF-268. Synergy scores: CSS=47.7, Synergy_ZIP=-2.58, Synergy_Bliss=-3.58, Synergy_Loewe=-4.91, Synergy_HSA=0.496. (2) Drug 1: CC1=C2C(C(=O)C3(C(CC4C(C3C(C(C2(C)C)(CC1OC(=O)C(C(C5=CC=CC=C5)NC(=O)OC(C)(C)C)O)O)OC(=O)C6=CC=CC=C6)(CO4)OC(=O)C)OC)C)OC. Drug 2: CN1C(=O)N2C=NC(=C2N=N1)C(=O)N. Cell line: SK-MEL-28. Synergy scores: CSS=8.94, Synergy_ZIP=-1.26, Synergy_Bliss=-5.51, Synergy_Loewe=-23.7, Synergy_HSA=-7.83. (3) Drug 1: CC12CCC3C(C1CCC2=O)CC(=C)C4=CC(=O)C=CC34C. Drug 2: CCC1(CC2CC(C3=C(CCN(C2)C1)C4=CC=CC=C4N3)(C5=C(C=C6C(=C5)C78CCN9C7C(C=CC9)(C(C(C8N6C)(C(=O)OC)O)OC(=O)C)CC)OC)C(=O)OC)O.OS(=O)(=O)O. Cell line: OVCAR-5. Synergy scores: CSS=45.8, Synergy_ZIP=-2.08, Synergy_Bliss=1.04, Synergy_Loewe=-15.0, Synergy_HSA=2.27. (4) Drug 1: CC1C(C(CC(O1)OC2CC(CC3=C2C(=C4C(=C3O)C(=O)C5=C(C4=O)C(=CC=C5)OC)O)(C(=O)C)O)N)O.Cl. Drug 2: N.N.Cl[Pt+2]Cl. Cell line: CAKI-1. Synergy scores: CSS=27.2, Synergy_ZIP=-7.01, Synergy_Bliss=-5.39, Synergy_Loewe=-36.1, Synergy_HSA=-1.85. (5) Drug 1: CCC1(CC2CC(C3=C(CCN(C2)C1)C4=CC=CC=C4N3)(C5=C(C=C6C(=C5)C78CCN9C7C(C=CC9)(C(C(C8N6C=O)(C(=O)OC)O)OC(=O)C)CC)OC)C(=O)OC)O.OS(=O)(=O)O. Drug 2: CS(=O)(=O)CCNCC1=CC=C(O1)C2=CC3=C(C=C2)N=CN=C3NC4=CC(=C(C=C4)OCC5=CC(=CC=C5)F)Cl. Cell line: CAKI-1. Synergy scores: CSS=12.4, Synergy_ZIP=7.49, Synergy_Bliss=10.7, Synergy_Loewe=8.11, Synergy_HSA=8.56.